From a dataset of NCI-60 drug combinations with 297,098 pairs across 59 cell lines. Regression. Given two drug SMILES strings and cell line genomic features, predict the synergy score measuring deviation from expected non-interaction effect. (1) Drug 1: C1=CC(=C2C(=C1NCCNCCO)C(=O)C3=C(C=CC(=C3C2=O)O)O)NCCNCCO. Drug 2: CC1CCC2CC(C(=CC=CC=CC(CC(C(=O)C(C(C(=CC(C(=O)CC(OC(=O)C3CCCCN3C(=O)C(=O)C1(O2)O)C(C)CC4CCC(C(C4)OC)OCCO)C)C)O)OC)C)C)C)OC. Cell line: CAKI-1. Synergy scores: CSS=59.6, Synergy_ZIP=-2.24, Synergy_Bliss=-3.12, Synergy_Loewe=5.00, Synergy_HSA=6.52. (2) Drug 1: COC1=C(C=C2C(=C1)N=CN=C2NC3=CC(=C(C=C3)F)Cl)OCCCN4CCOCC4. Drug 2: N.N.Cl[Pt+2]Cl. Cell line: OVCAR3. Synergy scores: CSS=28.2, Synergy_ZIP=-5.56, Synergy_Bliss=1.49, Synergy_Loewe=-5.89, Synergy_HSA=0.266. (3) Drug 2: CS(=O)(=O)CCNCC1=CC=C(O1)C2=CC3=C(C=C2)N=CN=C3NC4=CC(=C(C=C4)OCC5=CC(=CC=C5)F)Cl. Synergy scores: CSS=8.50, Synergy_ZIP=-0.313, Synergy_Bliss=6.17, Synergy_Loewe=4.88, Synergy_HSA=5.03. Drug 1: CC1CCC2CC(C(=CC=CC=CC(CC(C(=O)C(C(C(=CC(C(=O)CC(OC(=O)C3CCCCN3C(=O)C(=O)C1(O2)O)C(C)CC4CCC(C(C4)OC)OCCO)C)C)O)OC)C)C)C)OC. Cell line: OVCAR-5. (4) Drug 1: C1=NC2=C(N1)C(=S)N=C(N2)N. Synergy scores: CSS=40.6, Synergy_ZIP=-11.2, Synergy_Bliss=-4.42, Synergy_Loewe=-8.87, Synergy_HSA=-0.148. Cell line: 786-0. Drug 2: CS(=O)(=O)OCCCCOS(=O)(=O)C. (5) Drug 1: CCN(CC)CCNC(=O)C1=C(NC(=C1C)C=C2C3=C(C=CC(=C3)F)NC2=O)C. Drug 2: C1CC(=O)NC(=O)C1N2C(=O)C3=CC=CC=C3C2=O. Cell line: MOLT-4. Synergy scores: CSS=5.61, Synergy_ZIP=-2.74, Synergy_Bliss=-5.16, Synergy_Loewe=1.13, Synergy_HSA=-3.47. (6) Cell line: NCI/ADR-RES. Drug 2: C1=CC(=CC=C1CC(C(=O)O)N)N(CCCl)CCCl.Cl. Drug 1: CC1=C2C(C(=O)C3(C(CC4C(C3C(C(C2(C)C)(CC1OC(=O)C(C(C5=CC=CC=C5)NC(=O)OC(C)(C)C)O)O)OC(=O)C6=CC=CC=C6)(CO4)OC(=O)C)OC)C)OC. Synergy scores: CSS=11.1, Synergy_ZIP=-1.89, Synergy_Bliss=1.78, Synergy_Loewe=-2.21, Synergy_HSA=0.820. (7) Drug 1: CC1OCC2C(O1)C(C(C(O2)OC3C4COC(=O)C4C(C5=CC6=C(C=C35)OCO6)C7=CC(=C(C(=C7)OC)O)OC)O)O. Drug 2: C(=O)(N)NO. Cell line: UO-31. Synergy scores: CSS=14.7, Synergy_ZIP=-5.15, Synergy_Bliss=-2.51, Synergy_Loewe=-15.1, Synergy_HSA=-0.565.